This data is from Catalyst prediction with 721,799 reactions and 888 catalyst types from USPTO. The task is: Predict which catalyst facilitates the given reaction. (1) Reactant: [C:1]([C:9]1[S:10][CH:11]=[CH:12][C:13]=1[C:14]([OH:16])=[O:15])(=[O:8])[C:2]1[CH:7]=[CH:6][N:5]=[CH:4][CH:3]=1.C([O-])([O-])=O.[Cs+].[Cs+].[CH3:23][CH2:24]I. Product: [C:1]([C:9]1[S:10][CH:11]=[CH:12][C:13]=1[C:14]([O:16][CH2:23][CH3:24])=[O:15])(=[O:8])[C:2]1[CH:7]=[CH:6][N:5]=[CH:4][CH:3]=1. The catalyst class is: 23. (2) The catalyst class is: 54. Reactant: [C:1]([O:5][C:6]([N:8]1[CH2:13][CH2:12][C:11]([C:17]2[CH:22]=[CH:21][C:20]([F:23])=[CH:19][CH:18]=2)([C:14](O)=[O:15])[CH2:10][CH2:9]1)=[O:7])([CH3:4])([CH3:3])[CH3:2].O1CCCC1.B.CO. Product: [F:23][C:20]1[CH:19]=[CH:18][C:17]([C:11]2([CH2:14][OH:15])[CH2:10][CH2:9][N:8]([C:6]([O:5][C:1]([CH3:2])([CH3:3])[CH3:4])=[O:7])[CH2:13][CH2:12]2)=[CH:22][CH:21]=1. (3) Reactant: [Cl:1][C:2]1[CH:3]=[CH:4][C:5]([O:24]C)=[C:6]([C:8]2[CH2:12][CH2:11][CH2:10][C:9]=2[C:13]2[N:18]=[C:17]([C:19]([O:21]CC)=[O:20])[CH:16]=[CH:15][CH:14]=2)[CH:7]=1.C[S-].[Na+].O. Product: [Cl:1][C:2]1[CH:3]=[CH:4][C:5]([OH:24])=[C:6]([C:8]2[CH2:12][CH2:11][CH2:10][C:9]=2[C:13]2[N:18]=[C:17]([C:19]([OH:21])=[O:20])[CH:16]=[CH:15][CH:14]=2)[CH:7]=1. The catalyst class is: 3. (4) The catalyst class is: 67. Product: [NH2:25][C:21]1[N:20]=[C:19]([C:9]2[N:10]=[C:11]([NH:13][C@@H:14]([CH:16]3[CH2:18][CH2:17]3)[CH3:15])[N:12]=[C:7]([NH:6][C@@H:4]([CH:1]3[CH2:3][CH2:2]3)[CH3:5])[N:8]=2)[CH:24]=[CH:23][CH:22]=1. Reactant: [CH:1]1([C@H:4]([NH:6][C:7]2[N:12]=[C:11]([NH:13][C@@H:14]([CH:16]3[CH2:18][CH2:17]3)[CH3:15])[N:10]=[C:9]([C:19]3[CH:24]=[CH:23][CH:22]=[C:21]([NH:25]CC4C=CC(OC)=CC=4)[N:20]=3)[N:8]=2)[CH3:5])[CH2:3][CH2:2]1. (5) Reactant: [C:1]([C:3]1[CH:8]=[CH:7][C:6]([CH2:9][CH:10]([NH:12][C:13](=[O:15])[CH3:14])[CH3:11])=[CH:5][CH:4]=1)#[CH:2].Br[C:17]1[CH:18]=[N:19][C:20]([O:23][CH:24]2[CH2:28][CH2:27][CH2:26][CH2:25]2)=[N:21][CH:22]=1.CCN(C(C)C)C(C)C. Product: [CH:24]1([O:23][C:20]2[N:19]=[CH:18][C:17]([C:2]#[C:1][C:3]3[CH:8]=[CH:7][C:6]([CH2:9][CH:10]([NH:12][C:13](=[O:15])[CH3:14])[CH3:11])=[CH:5][CH:4]=3)=[CH:22][N:21]=2)[CH2:25][CH2:26][CH2:27][CH2:28]1. The catalyst class is: 540. (6) Reactant: [C:1]([NH:4][C:5]([CH2:16][C:17](=[O:39])[C:18]1[CH:23]=[CH:22][C:21]([S:24][C:25]2[CH:30]=[CH:29][C:28]([C:31](=O)[CH2:32][O:33][C:34](=O)[CH2:35][CH3:36])=[CH:27][CH:26]=2)=[CH:20][CH:19]=1)([C:11]([O:13][CH2:14][CH3:15])=[O:12])[C:6]([O:8][CH2:9][CH3:10])=[O:7])(=[O:3])[CH3:2].C([NH2:43])(=O)C.B(F)(F)F.CCOCC. Product: [C:1]([NH:4][C:5]([CH2:16][C:17]([C:18]1[CH:19]=[CH:20][C:21]([S:24][C:25]2[CH:26]=[CH:27][C:28]([C:31]3[N:43]=[C:34]([CH2:35][CH3:36])[O:33][CH:32]=3)=[CH:29][CH:30]=2)=[CH:22][CH:23]=1)=[O:39])([C:11]([O:13][CH2:14][CH3:15])=[O:12])[C:6]([O:8][CH2:9][CH3:10])=[O:7])(=[O:3])[CH3:2]. The catalyst class is: 113. (7) Reactant: [OH-].[Na+].[OH:3][C:4]1[CH:17]=[CH:16][C:7]([C:8]([C:10]2[CH:15]=[CH:14][CH:13]=[CH:12][CH:11]=2)=[O:9])=[CH:6][CH:5]=1.[C:18](Cl)(=[O:22])[C:19](C)=[CH2:20]. Product: [C:18]([O:3][C:4]1[CH:5]=[CH:6][C:7]([C:8]([C:10]2[CH:15]=[CH:14][CH:13]=[CH:12][CH:11]=2)=[O:9])=[CH:16][CH:17]=1)(=[O:22])[CH:19]=[CH2:20]. The catalyst class is: 311.